This data is from Forward reaction prediction with 1.9M reactions from USPTO patents (1976-2016). The task is: Predict the product of the given reaction. (1) The product is: [S:11]([N+:1]1[CH:5]=[CH:4][N:3]([S:11]([O-:14])(=[O:13])=[O:12])[CH:2]=1)([O-:14])(=[O:13])=[O:12].[Li+:10]. Given the reactants [NH:1]1[CH:5]=[CH:4][N:3]=[CH:2]1.C([Li:10])CCC.[S:11](=[O:14])(=[O:13])=[O:12], predict the reaction product. (2) Given the reactants C(Cl)(=O)C(Cl)=O.[Cl:7][C:8]1[S:12][C:11]([C:13]([OH:15])=O)=[CH:10][CH:9]=1.[CH3:16][C:17]([C:19]1[CH:24]=[CH:23][CH:22]=[C:21]([NH2:25])[CH:20]=1)=[O:18].C(N(CC)CC)C, predict the reaction product. The product is: [C:17]([C:19]1[CH:20]=[C:21]([NH:25][C:13]([C:11]2[S:12][C:8]([Cl:7])=[CH:9][CH:10]=2)=[O:15])[CH:22]=[CH:23][CH:24]=1)(=[O:18])[CH3:16]. (3) Given the reactants Br[C:2]1[CH:7]=[CH:6][C:5]([C:8]2[CH:13]=[CH:12][C:11]([CH2:14][C:15]3[N:16]([C:28]4[CH:33]=[CH:32][C:31]([N:34]5[S:38](=[O:40])(=[O:39])[N:37]([CH2:41][O:42][CH2:43][CH2:44][Si:45]([CH3:48])([CH3:47])[CH3:46])[C:36](=[O:49])[CH2:35]5)=[CH:30][CH:29]=4)[CH:17]=[C:18]([C:20]4[CH:25]=[CH:24][C:23]([Cl:26])=[CH:22][C:21]=4[Cl:27])[N:19]=3)=[CH:10][CH:9]=2)=[CH:4][CH:3]=1.[NH:50]1[CH2:55][CH2:54][NH:53][CH2:52][C:51]1=[O:56], predict the reaction product. The product is: [Cl:27][C:21]1[CH:22]=[C:23]([Cl:26])[CH:24]=[CH:25][C:20]=1[C:18]1[N:19]=[C:15]([CH2:14][C:11]2[CH:12]=[CH:13][C:8]([C:5]3[CH:6]=[CH:7][C:2]([N:53]4[CH2:54][CH2:55][NH:50][C:51](=[O:56])[CH2:52]4)=[CH:3][CH:4]=3)=[CH:9][CH:10]=2)[N:16]([C:28]2[CH:33]=[CH:32][C:31]([N:34]3[CH2:35][C:36](=[O:49])[N:37]([CH2:41][O:42][CH2:43][CH2:44][Si:45]([CH3:48])([CH3:47])[CH3:46])[S:38]3(=[O:40])=[O:39])=[CH:30][CH:29]=2)[CH:17]=1.